This data is from Catalyst prediction with 721,799 reactions and 888 catalyst types from USPTO. The task is: Predict which catalyst facilitates the given reaction. (1) Reactant: [H-].[Na+].[F:3][C:4]1[CH:11]=[C:10]([O:12][C:13]2[CH:18]=[CH:17][C:16]([CH2:19][OH:20])=[CH:15][C:14]=2[F:21])[CH:9]=[CH:8][C:5]=1[C:6]#[N:7].Cl[C:23]1[CH:24]=[C:25]2[N:32]([CH3:33])[CH2:31][CH2:30][N:26]2[C:27](=[O:29])[N:28]=1. Product: [F:3][C:4]1[CH:11]=[C:10]([O:12][C:13]2[CH:18]=[CH:17][C:16]([CH2:19][O:20][C:23]3[CH:24]=[C:25]4[N:32]([CH3:33])[CH2:31][CH2:30][N:26]4[C:27](=[O:29])[N:28]=3)=[CH:15][C:14]=2[F:21])[CH:9]=[CH:8][C:5]=1[C:6]#[N:7]. The catalyst class is: 1. (2) Reactant: Cl.[NH2:2][C:3]1[CH:8]=[C:7]([C:9]([F:12])([F:11])[F:10])[CH:6]=[CH:5][C:4]=1[SH:13].[CH3:14][O:15][C:16](OC)([O:21]C)[C:17](OC)=O. Product: [F:12][C:9]([F:10])([F:11])[C:7]1[CH:6]=[CH:5][C:4]2[S:13][C:17]([C:16]([O:15][CH3:14])=[O:21])=[N:2][C:3]=2[CH:8]=1. The catalyst class is: 11. (3) Reactant: Cl.[Cl:2][C:3]1[CH:8]=[CH:7][CH:6]=[CH:5][C:4]=1[CH:9]1[N:13]([C:14]2[CH:19]=[CH:18][CH:17]=[C:16]([C:20]3[CH2:21][CH2:22][NH:23][CH2:24][CH:25]=3)[CH:15]=2)[N:12]=[C:11]([C:26]([C:32]([F:35])([F:34])[F:33])([C:28]([F:31])([F:30])[F:29])[OH:27])[CH2:10]1.[CH3:36][S:37](Cl)(=[O:39])=[O:38].C(N(CC)CC)C. Product: [Cl:2][C:3]1[CH:8]=[CH:7][CH:6]=[CH:5][C:4]=1[CH:9]1[N:13]([C:14]2[CH:19]=[CH:18][CH:17]=[C:16]([C:20]3[CH2:21][CH2:22][N:23]([S:37]([CH3:36])(=[O:39])=[O:38])[CH2:24][CH:25]=3)[CH:15]=2)[N:12]=[C:11]([C:26]([C:32]([F:35])([F:33])[F:34])([C:28]([F:29])([F:30])[F:31])[OH:27])[CH2:10]1. The catalyst class is: 4. (4) Reactant: [NH2:1][C:2]1[CH:10]=[CH:9][CH:8]=[CH:7][C:3]=1[CH2:4][C:5]#[N:6].[N:11]([O-])=O.[Na+]. Product: [C:5]([C:4]1[C:3]2[C:2](=[CH:10][CH:9]=[CH:8][CH:7]=2)[NH:1][N:11]=1)#[N:6]. The catalyst class is: 33. (5) The catalyst class is: 38. Reactant: [N:1]1[CH:6]=[CH:5][N:4]=[C:3]2[NH:7][CH:8]=[C:9]([CH:10]=[O:11])[C:2]=12.S(=O)(=O)([OH:14])N.[O-]Cl=O.[Na+].OP([O-])(O)=O.[K+]. Product: [N:1]1[CH:6]=[CH:5][N:4]=[C:3]2[NH:7][CH:8]=[C:9]([C:10]([OH:14])=[O:11])[C:2]=12. (6) Product: [Si:39]([O:46][C@H:47]1[CH2:51][CH2:50][N:49]([CH2:52][C@@H:53]([N:64]([CH3:65])[C:14](=[O:16])[CH2:13][C:10]2[CH:11]=[CH:12][C:3]3[S:2](=[O:1])(=[O:17])[CH2:7][C:6](=[O:8])[NH:5][C:4]=3[CH:9]=2)[C:54]2[CH:59]=[CH:58][CH:57]=[C:56]([O:60][CH:61]([F:62])[F:63])[CH:55]=2)[CH2:48]1)([C:42]([CH3:45])([CH3:44])[CH3:43])([CH3:40])[CH3:41]. Reactant: [O:1]=[S:2]1(=[O:17])[CH2:7][C:6](=[O:8])[NH:5][C:4]2[CH:9]=[C:10]([CH2:13][C:14]([OH:16])=O)[CH:11]=[CH:12][C:3]1=2.CCN=C=NCCCN(C)C.C1C=CC2N(O)N=NC=2C=1.[Si:39]([O:46][C@H:47]1[CH2:51][CH2:50][N:49]([CH2:52][C@@H:53]([NH:64][CH3:65])[C:54]2[CH:59]=[CH:58][CH:57]=[C:56]([O:60][CH:61]([F:63])[F:62])[CH:55]=2)[CH2:48]1)([C:42]([CH3:45])([CH3:44])[CH3:43])([CH3:41])[CH3:40]. The catalyst class is: 9. (7) Reactant: C(Cl)(=O)C(Cl)=O.CS(C)=O.[C:11]1([CH2:17][CH2:18][OH:19])([CH2:14][CH2:15][OH:16])[CH2:13][CH2:12]1.C(N(CC)CC)C. Product: [C:11]1([CH2:17][CH:18]=[O:19])([CH2:14][CH:15]=[O:16])[CH2:13][CH2:12]1. The catalyst class is: 4. (8) Reactant: [Cl:1][C:2]1[C:10]([F:11])=[C:9]2[C:5]([C:6]([S:20][C:21]3[CH:22]=[C:23]([CH:29]=[CH:30][CH:31]=3)[C:24]([O:26][CH2:27][CH3:28])=[O:25])=[CH:7][N:8]2[C:12]2[CH:13]=[N:14][N:15]([CH2:17][CH2:18][CH3:19])[CH:16]=2)=[CH:4][CH:3]=1.C1C(=O)N([Cl:39])C(=O)C1. Product: [Cl:39][C:7]1[N:8]([C:12]2[CH:13]=[N:14][N:15]([CH2:17][CH2:18][CH3:19])[CH:16]=2)[C:9]2[C:5]([C:6]=1[S:20][C:21]1[CH:22]=[C:23]([CH:29]=[CH:30][CH:31]=1)[C:24]([O:26][CH2:27][CH3:28])=[O:25])=[CH:4][CH:3]=[C:2]([Cl:1])[C:10]=2[F:11]. The catalyst class is: 34. (9) Reactant: [CH3:1][C:2]1[S:3][CH:4]=[C:5]([CH2:7][S:8]([O-:11])(=O)=[O:9])[N:6]=1.[Na+].P(Cl)(Cl)(Cl)(Cl)[Cl:14]. Product: [CH3:1][C:2]1[S:3][CH:4]=[C:5]([CH2:7][S:8]([Cl:14])(=[O:11])=[O:9])[N:6]=1. The catalyst class is: 286. (10) Reactant: [OH:1][CH:2]1[CH2:7][CH2:6][NH:5][CH:4]([C:8]([O:10][CH3:11])=[O:9])[CH2:3]1.C(N(CC)CC)C.[C:19](O[C:19]([O:21][C:22]([CH3:25])([CH3:24])[CH3:23])=[O:20])([O:21][C:22]([CH3:25])([CH3:24])[CH3:23])=[O:20]. Product: [OH:1][CH:2]1[CH2:7][CH2:6][N:5]([C:19]([O:21][C:22]([CH3:25])([CH3:24])[CH3:23])=[O:20])[CH:4]([C:8]([O:10][CH3:11])=[O:9])[CH2:3]1. The catalyst class is: 5.